This data is from Peptide-MHC class I binding affinity with 185,985 pairs from IEDB/IMGT. The task is: Regression. Given a peptide amino acid sequence and an MHC pseudo amino acid sequence, predict their binding affinity value. This is MHC class I binding data. (1) The peptide sequence is ALGGSCHTT. The MHC is HLA-A02:03 with pseudo-sequence HLA-A02:03. The binding affinity (normalized) is 0.0847. (2) The binding affinity (normalized) is 0.810. The peptide sequence is YLFNQHIKK. The MHC is HLA-A11:01 with pseudo-sequence HLA-A11:01.